This data is from Forward reaction prediction with 1.9M reactions from USPTO patents (1976-2016). The task is: Predict the product of the given reaction. (1) The product is: [CH3:1][O:2][C:3]1[C:4]([CH2:5][NH2:6])=[C:7]([C:12]([F:15])([F:13])[F:14])[CH:8]=[C:9]([CH3:11])[N:10]=1. Given the reactants [CH3:1][O:2][C:3]1[N:10]=[C:9]([CH3:11])[CH:8]=[C:7]([C:12]([F:15])([F:14])[F:13])[C:4]=1[C:5]#[N:6], predict the reaction product. (2) Given the reactants C([O:5][C:6](=O)[NH:7][C:8]1[S:9][C:10]2[C:16]([C:17]3[CH:22]=[CH:21][CH:20]=[CH:19][CH:18]=3)=[CH:15][CH:14]=[C:13]([O:23][CH3:24])[C:11]=2[N:12]=1)(C)(C)C.[NH:26]1[CH2:31][CH2:30][S:29][CH2:28][CH2:27]1, predict the reaction product. The product is: [CH3:24][O:23][C:13]1[C:11]2[N:12]=[C:8]([NH:7][C:6]([N:26]3[CH2:31][CH2:30][S:29][CH2:28][CH2:27]3)=[O:5])[S:9][C:10]=2[C:16]([C:17]2[CH:22]=[CH:21][CH:20]=[CH:19][CH:18]=2)=[CH:15][CH:14]=1. (3) Given the reactants [CH3:1][CH:2]([CH3:28])[C:3]([N:5]1[CH2:10][CH:9]=[C:8]([C:11]2[C:19]3[C:14](=[N:15][CH:16]=[C:17]([N+:24]([O-])=O)[C:18]=3[C:20]([F:23])([F:22])[F:21])[N:13]([CH3:27])[CH:12]=2)[CH2:7][CH2:6]1)=[O:4].[H][H], predict the reaction product. The product is: [NH2:24][C:17]1[C:18]([C:20]([F:23])([F:22])[F:21])=[C:19]2[C:11]([CH:8]3[CH2:9][CH2:10][N:5]([C:3](=[O:4])[CH:2]([CH3:1])[CH3:28])[CH2:6][CH2:7]3)=[CH:12][N:13]([CH3:27])[C:14]2=[N:15][CH:16]=1. (4) Given the reactants [CH3:1][NH2:2].[O:3]([CH2:10][CH2:11][CH2:12]Br)[C:4]1[CH:9]=[CH:8][CH:7]=[CH:6][CH:5]=1, predict the reaction product. The product is: [CH3:1][NH:2][CH2:12][CH2:11][CH2:10][O:3][C:4]1[CH:9]=[CH:8][CH:7]=[CH:6][CH:5]=1. (5) Given the reactants [F:1][CH2:2][C:3]([O-])=O.[Na+].C(Cl)(=O)C(Cl)=O.[OH-].[Na+].[Si:15]([O:22][C:23]1[CH:24]=[CH:25][C:26]([CH:47]2[CH2:56][CH2:55][C:54]3[C:49](=[CH:50][CH:51]=[C:52]([O:57][Si:58]([C:61]([CH3:64])([CH3:63])[CH3:62])([CH3:60])[CH3:59])[CH:53]=3)[CH2:48]2)=[C:27]([NH:29][CH2:30][C:31]2[CH:36]=[CH:35][C:34]([O:37][CH2:38][CH2:39][N:40]3[CH2:45][CH2:44][CH2:43][CH2:42][CH2:41]3)=[C:33]([F:46])[CH:32]=2)[CH:28]=1)([C:18]([CH3:21])([CH3:20])[CH3:19])([CH3:17])[CH3:16], predict the reaction product. The product is: [Si:15]([O:22][C:23]1[CH:24]=[CH:25][C:26]([CH:47]2[CH2:56][CH2:55][C:54]3[C:49](=[CH:50][CH:51]=[C:52]([O:57][Si:58]([C:61]([CH3:64])([CH3:63])[CH3:62])([CH3:59])[CH3:60])[CH:53]=3)[CH2:48]2)=[C:27]([N:29]([CH2:3][CH2:2][F:1])[CH2:30][C:31]2[CH:36]=[CH:35][C:34]([O:37][CH2:38][CH2:39][N:40]3[CH2:45][CH2:44][CH2:43][CH2:42][CH2:41]3)=[C:33]([F:46])[CH:32]=2)[CH:28]=1)([C:18]([CH3:21])([CH3:20])[CH3:19])([CH3:17])[CH3:16].